Dataset: Reaction yield outcomes from USPTO patents with 853,638 reactions. Task: Predict the reaction yield, written as a fraction of the theoretical maximum amount of product (1.0 means a 100% yield; for example, 0.34 means a 34% yield). No catalyst specified. The reactants are [ClH:1].[CH2:2]([C:5]1[N:6]=[C:7]([NH2:10])[NH:8][CH:9]=1)[C:3]#[CH:4].[N:11]([CH2:14][C:15]1[NH:19][C:18]2[CH:20]=[CH:21][CH:22]=[CH:23][C:17]=2[N:16]=1)=[N+:12]=[N-:13]. The product is [ClH:1].[ClH:1].[NH:16]1[C:17]2[CH:23]=[CH:22][CH:21]=[CH:20][C:18]=2[N:19]=[C:15]1[CH2:14][N:11]1[CH:4]=[C:3]([CH2:2][C:5]2[N:6]=[C:7]([NH2:10])[NH:8][CH:9]=2)[N:13]=[N:12]1. The yield is 0.590.